This data is from Catalyst prediction with 721,799 reactions and 888 catalyst types from USPTO. The task is: Predict which catalyst facilitates the given reaction. Reactant: [CH2:1]([C@H:8]1[CH2:12][O:11][C:10](=[O:13])[NH:9]1)[C:2]1[CH:7]=[CH:6][CH:5]=[CH:4][CH:3]=1.C([Li])CCC.[CH2:19]([O:21][CH2:22][C:23](Cl)=[O:24])[CH3:20].[Cl-].[Na+]. Product: [CH2:19]([O:21][CH2:22][C:23]([N:9]1[CH:8]([CH2:1][C:2]2[CH:3]=[CH:4][CH:5]=[CH:6][CH:7]=2)[CH2:12][O:11][C:10]1=[O:13])=[O:24])[CH3:20]. The catalyst class is: 1.